Dataset: Forward reaction prediction with 1.9M reactions from USPTO patents (1976-2016). Task: Predict the product of the given reaction. (1) The product is: [F:17][C:14]1[CH:15]=[C:16]2[C:11]([C:10]([C:18]3[CH:19]=[CH:20][C:21]4[O:25][C:24]([CH2:26][CH2:27][S:28]([CH3:31])(=[O:30])=[O:29])=[N:23][C:22]=4[CH:32]=3)=[CH:9][NH:8]2)=[CH:12][CH:13]=1. Given the reactants C(OC([N:8]1[C:16]2[C:11](=[CH:12][CH:13]=[C:14]([F:17])[CH:15]=2)[C:10]([C:18]2[CH:19]=[CH:20][C:21]3[O:25][C:24]([CH2:26][CH2:27][S:28]([CH3:31])(=[O:30])=[O:29])=[N:23][C:22]=3[CH:32]=2)=[CH:9]1)=O)(C)(C)C.Cl.CCOCC, predict the reaction product. (2) Given the reactants [Br:1][C:2]1[CH:3]=[C:4]2[C@:10]3([CH2:21][C:13]4=[N:14][CH:15]=[C:16]([C:18]([OH:20])=[O:19])[CH:17]=[C:12]4[CH2:11]3)[C:9](=[O:22])[NH:8][C:5]2=[N:6][CH:7]=1.S(=O)(=O)(O)O.C(=O)(O)[O-].[Na+].[CH3:33][CH2:34]O, predict the reaction product. The product is: [Br:1][C:2]1[CH:3]=[C:4]2[C@:10]3([CH2:21][C:13]4=[N:14][CH:15]=[C:16]([C:18]([O:20][CH2:33][CH3:34])=[O:19])[CH:17]=[C:12]4[CH2:11]3)[C:9](=[O:22])[NH:8][C:5]2=[N:6][CH:7]=1. (3) Given the reactants [C:1]([C:3]1[CH:8]=[CH:7][C:6]([C@@H:9]2[O:27][CH2:26][C@:12]3([C:28]4[CH:33]=[CH:32][C:31]([F:34])=[CH:30][C:29]=4[F:35])[N:13]=[C:14]([NH:17]C(=O)C4C=CC=CC=4)[S:15][CH2:16][C@@H:11]3[CH2:10]2)=[CH:5][CH:4]=1)#[N:2].N12CCCN=C1CCCCC2, predict the reaction product. The product is: [NH2:17][C:14]1[S:15][CH2:16][C@@H:11]2[CH2:10][C@H:9]([C:6]3[CH:5]=[CH:4][C:3]([C:1]#[N:2])=[CH:8][CH:7]=3)[O:27][CH2:26][C@:12]2([C:28]2[CH:33]=[CH:32][C:31]([F:34])=[CH:30][C:29]=2[F:35])[N:13]=1. (4) Given the reactants [Br:1][C:2]1[CH:3]=[C:4]([S:8]([N:11]2[CH2:20][CH2:19][C:18]3[C@:13]([CH2:31][OH:32])([CH2:14][C:15]4[CH:23]=[N:22][N:21]([C:24]5[CH:29]=[CH:28][C:27]([F:30])=[CH:26][CH:25]=5)[C:16]=4[CH:17]=3)[CH2:12]2)(=[O:10])=[O:9])[CH:5]=[CH:6][CH:7]=1.[OH-].[Na+].[CH:35]1([CH2:38]Br)[CH2:37][CH2:36]1, predict the reaction product. The product is: [Br:1][C:2]1[CH:3]=[C:4]([S:8]([N:11]2[CH2:20][CH2:19][C:18]3[C@:13]([CH2:31][O:32][CH2:38][CH:35]4[CH2:37][CH2:36]4)([CH2:14][C:15]4[CH:23]=[N:22][N:21]([C:24]5[CH:25]=[CH:26][C:27]([F:30])=[CH:28][CH:29]=5)[C:16]=4[CH:17]=3)[CH2:12]2)(=[O:9])=[O:10])[CH:5]=[CH:6][CH:7]=1. (5) Given the reactants Cl[CH:2]([C:22]1[CH:27]=[CH:26][CH:25]=[CH:24][CH:23]=1)[C:3]([C:5]1[C:13]2[C:8](=[CH:9][CH:10]=[CH:11][CH:12]=2)[N:7]([CH2:14][CH2:15][N:16]2[CH2:21][CH2:20][O:19][CH2:18][CH2:17]2)[CH:6]=1)=[O:4].[CH3:28][O:29][C:30]1[CH:35]=[CH:34][CH:33]=[C:32]([NH2:36])[CH:31]=1, predict the reaction product. The product is: [CH3:28][O:29][C:30]1[CH:31]=[C:32]([NH:36][CH:2]([C:22]2[CH:27]=[CH:26][CH:25]=[CH:24][CH:23]=2)[C:3]([C:5]2[C:13]3[C:8](=[CH:9][CH:10]=[CH:11][CH:12]=3)[N:7]([CH2:14][CH2:15][N:16]3[CH2:21][CH2:20][O:19][CH2:18][CH2:17]3)[CH:6]=2)=[O:4])[CH:33]=[CH:34][CH:35]=1. (6) Given the reactants Br[C:2]1[CH:3]=[C:4]2[C:8](=[CH:9][C:10]=1[F:11])[NH:7][C:6](=[O:12])[C:5]2([C:14]1[C:15]([O:20][CH2:21][CH3:22])=[N:16][CH:17]=[CH:18][CH:19]=1)[OH:13].[CH3:23][N:24](C)C=O, predict the reaction product. The product is: [CH2:21]([O:20][C:15]1[C:14]([C:5]2([OH:13])[C:4]3[C:8](=[CH:9][C:10]([F:11])=[C:2]([C:23]#[N:24])[CH:3]=3)[NH:7][C:6]2=[O:12])=[CH:19][CH:18]=[CH:17][N:16]=1)[CH3:22]. (7) Given the reactants [CH3:1][CH2:2][CH2:3][CH2:4][CH2:5][CH2:6][CH2:7][CH2:8][CH2:9][CH2:10][CH2:11][CH2:12][CH2:13][CH2:14][O:15][C:16]1[O:20][C:19]([C:21]([OH:23])=[O:22])=[CH:18][CH:17]=1, predict the reaction product. The product is: [CH3:1][CH2:2][CH2:3][CH2:4][CH2:5][CH2:6][CH2:7][CH2:8][CH2:9][CH2:10][CH2:11][CH2:12][CH2:13][CH2:14][O:15][C:16]1[O:20][C:19]([C:21]([OH:23])=[O:22])=[CH:18][CH:17]=1.[C:16]([O-:20])(=[O:15])[CH3:17].